Dataset: Full USPTO retrosynthesis dataset with 1.9M reactions from patents (1976-2016). Task: Predict the reactants needed to synthesize the given product. Given the product [CH3:11][O:10][C:8]1[CH:7]=[CH:6][C:5]2[NH:12][C:13]([C:15]([F:18])([F:17])[F:16])=[N:3][C:4]=2[CH:9]=1, predict the reactants needed to synthesize it. The reactants are: Cl.Cl.[NH2:3][C:4]1[CH:9]=[C:8]([O:10][CH3:11])[CH:7]=[CH:6][C:5]=1[NH2:12].[C:13](O)([C:15]([F:18])([F:17])[F:16])=O.